Dataset: Reaction yield outcomes from USPTO patents with 853,638 reactions. Task: Predict the reaction yield, written as a fraction of the theoretical maximum amount of product (1.0 means a 100% yield; for example, 0.34 means a 34% yield). (1) The reactants are [CH3:1][O:2][CH2:3][CH2:4][N:5]1[CH2:10][CH2:9][N:8]2[N:11]=[C:12]([N+:14]([O-])=O)[CH:13]=[C:7]2[CH2:6]1. The catalyst is CO.[Pd]. The product is [CH3:1][O:2][CH2:3][CH2:4][N:5]1[CH2:10][CH2:9][N:8]2[N:11]=[C:12]([NH2:14])[CH:13]=[C:7]2[CH2:6]1. The yield is 0.970. (2) The reactants are Cl.Br[CH2:3][C:4]1[CH:9]=[CH:8][N:7]=[CH:6][CH:5]=1.C(=O)([O-])[O-].[K+].[K+].[Br:16][C:17]1[CH:22]=[CH:21][C:20]([SH:23])=[CH:19][CH:18]=1.C(OCC)(=O)C. The catalyst is C1COCC1.O. The product is [Br:16][C:17]1[CH:22]=[CH:21][C:20]([S:23][CH2:3][C:4]2[CH:9]=[CH:8][N:7]=[CH:6][CH:5]=2)=[CH:19][CH:18]=1. The yield is 0.820. (3) The reactants are B(F)(F)F.CCOCC.[OH:10][C:11]1[C:20]([O:21][CH3:22])=[C:19]2[C:14]([CH:15]=[C:16]([NH:24][C:25](=[O:34])[O:26][CH2:27][C:28]3[CH:33]=[CH:32][CH:31]=[CH:30][CH:29]=3)[C:17](=[O:23])[O:18]2)=[CH:13][CH:12]=1.ClC(Cl)(Cl)C(=N)O[C@H:39]1[C@@H:44]2[O:45][C:46](=[O:48])[O:47][C@@H:43]2[C@@H:42]([O:49][CH3:50])[C:41]([CH3:52])([CH3:51])[O:40]1.C(N(CC)CC)C. The catalyst is C(Cl)Cl. The product is [CH3:22][O:21][C:20]1[C:11]([O:10][C@H:39]2[C@@H:44]3[O:45][C:46](=[O:48])[O:47][C@@H:43]3[C@@H:42]([O:49][CH3:50])[C:41]([CH3:52])([CH3:51])[O:40]2)=[CH:12][CH:13]=[C:14]2[C:19]=1[O:18][C:17](=[O:23])[C:16]([NH:24][C:25](=[O:34])[O:26][CH2:27][C:28]1[CH:29]=[CH:30][CH:31]=[CH:32][CH:33]=1)=[CH:15]2. The yield is 0.950. (4) The reactants are [C:1]([C:3]1[CH:4]=[CH:5][C:6]([N:9]([CH2:29][CH2:30][CH3:31])[CH2:10][CH2:11][CH2:12][O:13][C:14]2[CH:15]=[C:16]3[C:20](=[CH:21][CH:22]=2)[C@H:19]([CH2:23][C:24]([O:26][CH2:27][CH3:28])=[O:25])[CH2:18][CH2:17]3)=[N:7][CH:8]=1)#[N:2].[SH2:32].C(NCC)C. The catalyst is CN(C=O)C. The product is [NH2:2][C:1]([C:3]1[CH:4]=[CH:5][C:6]([N:9]([CH2:29][CH2:30][CH3:31])[CH2:10][CH2:11][CH2:12][O:13][C:14]2[CH:15]=[C:16]3[C:20](=[CH:21][CH:22]=2)[C@H:19]([CH2:23][C:24]([O:26][CH2:27][CH3:28])=[O:25])[CH2:18][CH2:17]3)=[N:7][CH:8]=1)=[S:32]. The yield is 0.950. (5) The reactants are [CH3:1][C:2]1[N:7]=[C:6]([C:8]2[CH:13]=[CH:12][CH:11]=[C:10]([C:14]3[CH:15]=[C:16]([NH2:20])[CH:17]=[CH:18][CH:19]=3)[N:9]=2)[CH:5]=[C:4]([C:21]2[CH:26]=[CH:25][C:24]([C:27]([F:30])([F:29])[F:28])=[CH:23][CH:22]=2)[CH:3]=1.[C:31](Cl)(=[O:33])[CH3:32]. The catalyst is CCOC(C)=O.C([O-])(O)=O.[Na+]. The product is [CH3:1][C:2]1[N:7]=[C:6]([C:8]2[CH:13]=[CH:12][CH:11]=[C:10]([C:14]3[CH:15]=[C:16]([NH:20][C:31](=[O:33])[CH3:32])[CH:17]=[CH:18][CH:19]=3)[N:9]=2)[CH:5]=[C:4]([C:21]2[CH:26]=[CH:25][C:24]([C:27]([F:28])([F:30])[F:29])=[CH:23][CH:22]=2)[CH:3]=1. The yield is 0.570. (6) The reactants are [C:1]([NH:4][C:5]1[CH:14]=[C:13](Br)[CH:12]=[CH:11][C:6]=1[C:7]([O:9][CH3:10])=[O:8])(=[O:3])[CH3:2].[B:16]1([B:16]2[O:20][C:19]([CH3:22])([CH3:21])[C:18]([CH3:24])([CH3:23])[O:17]2)[O:20][C:19]([CH3:22])([CH3:21])[C:18]([CH3:24])([CH3:23])[O:17]1.CC([O-])=O.[K+].P(C1CCCCC1)(C1CCCCC1)C1CCCCC1. The catalyst is O1CCOCC1.C(OCC)(=O)C.C1C=CC(/C=C/C(/C=C/C2C=CC=CC=2)=O)=CC=1.C1C=CC(/C=C/C(/C=C/C2C=CC=CC=2)=O)=CC=1.C1C=CC(/C=C/C(/C=C/C2C=CC=CC=2)=O)=CC=1.[Pd].[Pd]. The product is [C:1]([NH:4][C:5]1[CH:14]=[C:13]([B:16]2[O:20][C:19]([CH3:22])([CH3:21])[C:18]([CH3:24])([CH3:23])[O:17]2)[CH:12]=[CH:11][C:6]=1[C:7]([O:9][CH3:10])=[O:8])(=[O:3])[CH3:2]. The yield is 0.700. (7) The reactants are Br[C:2]1[CH:7]=[CH:6][C:5]([Br:8])=[CH:4][N:3]=1.[OH:9][CH:10]1[CH2:15][CH2:14][NH:13][CH2:12][CH2:11]1.C([O-])([O-])=O.[K+].[K+]. The catalyst is C(O)C. The product is [Br:8][C:5]1[CH:6]=[CH:7][C:2]([N:13]2[CH2:14][CH2:15][CH:10]([OH:9])[CH2:11][CH2:12]2)=[N:3][CH:4]=1. The yield is 0.410.